This data is from Reaction yield outcomes from USPTO patents with 853,638 reactions. The task is: Predict the reaction yield, written as a fraction of the theoretical maximum amount of product (1.0 means a 100% yield; for example, 0.34 means a 34% yield). (1) The product is [CH3:1][C:2]1[CH:7]=[CH:6][CH:5]=[CH:4][C:3]=1[C:8]1[N:12]([S:39]([C:35]2[CH:34]=[N:33][CH:38]=[CH:37][CH:36]=2)(=[O:41])=[O:40])[CH:11]=[C:10]([CH:13]=[O:14])[CH:9]=1. The catalyst is O1CCCC1.CN(C)C=O. The reactants are [CH3:1][C:2]1[CH:7]=[CH:6][CH:5]=[CH:4][C:3]=1[C:8]1[NH:12][CH:11]=[C:10]([CH:13]=[O:14])[CH:9]=1.[H-].[Na+].C1OCCOCCOCCOCCOC1.Cl.[N:33]1[CH:38]=[CH:37][CH:36]=[C:35]([S:39](Cl)(=[O:41])=[O:40])[CH:34]=1. The yield is 0.800. (2) The reactants are Cl[C:2]1[N:3]=[C:4]([OH:12])[C:5]2[CH:11]=[CH:10][N:9]=[CH:8][C:6]=2[N:7]=1.[CH2:13]([N:20]1[CH2:28][C:27]2[C:22](=[CH:23][C:24]([OH:29])=[CH:25][CH:26]=2)[NH:21]1)[C:14]1[CH:19]=[CH:18][CH:17]=[CH:16][CH:15]=1. No catalyst specified. The product is [CH2:13]([N:20]1[CH:28]=[C:27]2[C:22]([CH:23]=[C:24]([O:29][C:2]3[N:3]=[C:4]([OH:12])[C:5]4[CH:11]=[CH:10][N:9]=[CH:8][C:6]=4[N:7]=3)[CH:25]=[CH:26]2)=[N:21]1)[C:14]1[CH:15]=[CH:16][CH:17]=[CH:18][CH:19]=1. The yield is 0.0100. (3) The reactants are [N:1]1([C:12]([O:14][C:15]([CH3:18])([CH3:17])[CH3:16])=[O:13])[CH2:6][CH2:5][CH:4]([C:7]([O:9][CH2:10][CH3:11])=[O:8])[CH2:3][CH2:2]1.C[Si](C)(C)[N-][Si](C)(C)C.[K+].Br[CH2:30][CH:31]=[CH2:32].[Cl-].[NH4+]. The catalyst is O1CCCC1.O. The product is [CH2:32]([C:4]1([C:7]([O:9][CH2:10][CH3:11])=[O:8])[CH2:3][CH2:2][N:1]([C:12]([O:14][C:15]([CH3:17])([CH3:16])[CH3:18])=[O:13])[CH2:6][CH2:5]1)[CH:31]=[CH2:30]. The yield is 1.00. (4) The reactants are S([O:6][CH3:7])(OC)(=O)=O.[OH:8][C:9](=[CH:13][C:14]1[CH:19]=[CH:18][CH:17]=[C:16]([N+:20]([O-:22])=[O:21])[CH:15]=1)[C:10](O)=[O:11].[C:23](=O)([O-])[O-].[Cs+].[Cs+]. The catalyst is CN(C=O)C. The product is [CH3:23][O:8][C:9](=[CH:13][C:14]1[CH:19]=[CH:18][CH:17]=[C:16]([N+:20]([O-:22])=[O:21])[CH:15]=1)[C:10]([O:6][CH3:7])=[O:11]. The yield is 0.670. (5) The reactants are Br[C:2]1[S:6][C:5]([C:7]2[CH:12]=[CH:11][N:10]=[C:9]([NH:13][C:14]3[CH:15]=[C:16]([CH:20]([OH:22])[CH3:21])[CH:17]=[CH:18][CH:19]=3)[N:8]=2)=[CH:4][CH:3]=1.[CH3:23][C:24]1[CH:25]=[C:26]([CH:29]=[CH:30][CH:31]=1)[CH:27]=[CH2:28].CC([O-])=O.[Na+]. The catalyst is CN(C=O)C.CS(C)=O. The product is [C:24]1([CH3:23])[CH:31]=[CH:30][CH:29]=[C:26]([CH:27]=[CH:28][C:2]2[S:6][C:5]([C:7]3[CH:12]=[CH:11][N:10]=[C:9]([NH:13][C:14]4[CH:15]=[C:16]([CH:20]([OH:22])[CH3:21])[CH:17]=[CH:18][CH:19]=4)[N:8]=3)=[CH:4][CH:3]=2)[CH:25]=1. The yield is 0.0430. (6) No catalyst specified. The yield is 0.600. The reactants are [C:1]([CH2:3][C:4]([NH:6][CH:7]([C:11]1[CH:16]=[CH:15][C:14]([O:17][CH2:18][CH2:19][N:20]([CH2:23][CH3:24])[CH2:21][CH3:22])=[CH:13][CH:12]=1)[CH2:8][CH2:9][CH3:10])=[O:5])#[N:2].N1(CCOC2C=CC(C(N)CCC)=CC=2)CCCC1. The product is [C:1]([CH2:3][C:4]([NH:6][CH:7]([C:11]1[CH:12]=[CH:13][C:14]([O:17][CH2:18][CH2:19][N:20]2[CH2:23][CH2:24][CH2:22][CH2:21]2)=[CH:15][CH:16]=1)[CH2:8][CH2:9][CH3:10])=[O:5])#[N:2]. (7) The reactants are Br[C:2]1[N:3]=[C:4]2[C:10]([C:11]([NH:13][CH:14]([CH3:16])[CH3:15])=[O:12])=[CH:9][N:8]([CH2:17][O:18][CH2:19][CH2:20][Si:21]([CH3:24])([CH3:23])[CH3:22])[C:5]2=[N:6][CH:7]=1.[CH3:25][N:26]1[C:34]2[C:29](=[CH:30][C:31]([O:35][C:36]([F:39])([F:38])[F:37])=[CH:32][CH:33]=2)[C:28]([Sn](CCCC)(CCCC)CCCC)=[N:27]1. The catalyst is CN(C=O)C.C1C=CC([P]([Pd]([P](C2C=CC=CC=2)(C2C=CC=CC=2)C2C=CC=CC=2)([P](C2C=CC=CC=2)(C2C=CC=CC=2)C2C=CC=CC=2)[P](C2C=CC=CC=2)(C2C=CC=CC=2)C2C=CC=CC=2)(C2C=CC=CC=2)C2C=CC=CC=2)=CC=1.[Cu]I. The product is [CH:14]([NH:13][C:11]([C:10]1[C:4]2[C:5](=[N:6][CH:7]=[C:2]([C:28]3[C:29]4[C:34](=[CH:33][CH:32]=[C:31]([O:35][C:36]([F:37])([F:39])[F:38])[CH:30]=4)[N:26]([CH3:25])[N:27]=3)[N:3]=2)[N:8]([CH2:17][O:18][CH2:19][CH2:20][Si:21]([CH3:24])([CH3:23])[CH3:22])[CH:9]=1)=[O:12])([CH3:16])[CH3:15]. The yield is 0.800. (8) The reactants are C(Cl)Cl.[C:4]([OH:10])([C:6](F)(F)F)=[O:5].[CH3:11][CH2:12][N:13](C(C)C)C(C)C.C[CH2:21][O:22]P(ON1N=NC2C=CC=CC=2C1=O)(OCC)=O. The catalyst is C1COCC1. The product is [NH4+:13].[OH-:5].[CH3:21][OH:22].[CH3:11][CH2:12][O:10][C:4]([CH3:6])=[O:5]. The yield is 0.965. (9) The reactants are [F:1][C:2]1[C:8]([F:9])=[CH:7][CH:6]=[CH:5][C:3]=1[NH2:4].[Cl:10][CH2:11][CH2:12][CH2:13][O:14][C:15]1[CH:24]=[C:23]2[C:18]([C:19]([NH:25][C:26]3[CH:30]=[C:29]([CH2:31][C:32](O)=[O:33])[NH:28][N:27]=3)=[N:20][CH:21]=[N:22]2)=[CH:17][CH:16]=1.P(Cl)(Cl)(Cl)=O.CCOCC. The catalyst is N1C=CC=CC=1.C(OCC)(=O)C. The product is [Cl:10][CH2:11][CH2:12][CH2:13][O:14][C:15]1[CH:24]=[C:23]2[C:18]([C:19]([NH:25][C:26]3[CH:30]=[C:29]([CH2:31][C:32]([NH:4][C:3]4[CH:5]=[CH:6][CH:7]=[C:8]([F:9])[C:2]=4[F:1])=[O:33])[NH:28][N:27]=3)=[N:20][CH:21]=[N:22]2)=[CH:17][CH:16]=1. The yield is 0.890.